Dataset: Forward reaction prediction with 1.9M reactions from USPTO patents (1976-2016). Task: Predict the product of the given reaction. (1) The product is: [CH3:16][O:15][C:12]1[N:11]=[CH:10][C:9]([NH:8][C:5]2[C:4]([C:17]3[N:22]=[C:21]([CH3:23])[N:20]=[C:19]([NH2:24])[N:18]=3)=[CH:3][C:2]([C:51]3[CH2:56][CH2:55][NH:54][CH2:53][CH:52]=3)=[CH:7][N:6]=2)=[CH:14][CH:13]=1. Given the reactants Cl[C:2]1[CH:3]=[C:4]([C:17]2[N:22]=[C:21]([CH3:23])[N:20]=[C:19]([N:24](CC3C=CC(OC)=CC=3)CC3C=CC(OC)=CC=3)[N:18]=2)[C:5]([NH:8][C:9]2[CH:10]=[N:11][C:12]([O:15][CH3:16])=[CH:13][CH:14]=2)=[N:6][CH:7]=1.CC1(C)C(C)(C)OB([C:51]2[CH2:56][CH2:55][N:54](C(OC(C)(C)C)=O)[CH2:53][CH:52]=2)O1, predict the reaction product. (2) Given the reactants Br[C:2]1[CH:7]=[CH:6][N:5]=[C:4]2[N:8]([CH2:11][O:12][CH2:13][CH2:14][Si:15]([CH3:18])([CH3:17])[CH3:16])[CH:9]=[CH:10][C:3]=12.[CH2:19]([N:26]1[CH:30]=[C:29](B2OC(C)(C)C(C)(C)O2)[CH:28]=[N:27]1)[C:20]1[CH:25]=[CH:24][CH:23]=[CH:22][CH:21]=1.C1(C)C=CC=CC=1.C(O)C.C(=O)([O-])[O-].[K+].[K+].O, predict the reaction product. The product is: [CH2:19]([N:26]1[CH:30]=[C:29]([C:2]2[CH:7]=[CH:6][N:5]=[C:4]3[N:8]([CH2:11][O:12][CH2:13][CH2:14][Si:15]([CH3:18])([CH3:17])[CH3:16])[CH:9]=[CH:10][C:3]=23)[CH:28]=[N:27]1)[C:20]1[CH:25]=[CH:24][CH:23]=[CH:22][CH:21]=1. (3) Given the reactants C1CN([P+](ON2N=NC3C=CC=CC2=3)(N2CCCC2)N2CCCC2)CC1.F[P-](F)(F)(F)(F)F.[CH3:34][O:35][P:36]([CH:39]([NH:43][C:44]([O:46][CH2:47][C:48]1[CH:53]=[CH:52][CH:51]=[CH:50][CH:49]=1)=[O:45])[CH:40]([CH3:42])[CH3:41])(=O)[OH:37].[CH3:54][O:55][C:56](=[O:70])[CH:57]([OH:69])[CH2:58][CH2:59][CH2:60][NH:61][C:62]([O:64][C:65]([CH3:68])([CH3:67])[CH3:66])=[O:63].CCN(C(C)C)C(C)C, predict the reaction product. The product is: [CH3:54][O:55][C:56](=[O:70])[CH:57]([O:69][P:36]([CH:39]([NH:43][C:44]([O:46][CH2:47][C:48]1[CH:53]=[CH:52][CH:51]=[CH:50][CH:49]=1)=[O:45])[CH:40]([CH3:42])[CH3:41])([O:35][CH3:34])=[O:37])[CH2:58][CH2:59][CH2:60][NH:61][C:62]([O:64][C:65]([CH3:67])([CH3:66])[CH3:68])=[O:63]. (4) Given the reactants [CH3:1][P:2](=[O:7])([O:5]C)[O:3][CH3:4].C([Li])C[CH2:10][CH3:11].[CH3:13]CCCCC.CO[C:21](=[O:42])[C:22]1[CH:27]=[CH:26][C:25]([O:28]COC)=[C:24]([CH2:32][C:33]2[CH:38]=[CH:37][C:36]([O:39][CH2:40][CH3:41])=[CH:35][CH:34]=2)[CH:23]=1, predict the reaction product. The product is: [CH2:4]([O:3][P:2]([CH2:1][C:21]([C:22]1[CH:27]=[CH:26][C:25]([OH:28])=[C:24]([CH2:32][C:33]2[CH:34]=[CH:35][C:36]([O:39][CH2:40][CH3:41])=[CH:37][CH:38]=2)[CH:23]=1)=[O:42])(=[O:7])[O:5][CH2:10][CH3:11])[CH3:13]. (5) Given the reactants Br[C:2]1[CH:3]=[CH:4][C:5]2[N:6]([C:8]([CH3:11])=[N:9][CH:10]=2)[CH:7]=1.[CH2:12]1[C:21]2[C:16](=[CH:17][CH:18]=[CH:19][CH:20]=2)[CH2:15][CH2:14][N:13]1[CH2:22][CH:23]([OH:41])[CH2:24][O:25][C:26]1[CH:31]=[CH:30][CH:29]=[C:28](B2OC(C)(C)C(C)(C)O2)[CH:27]=1.[C:42]([O-])([O-:44])=[O:43].[K+].[K+].O1CCOCC1, predict the reaction product. The product is: [CH2:12]1[C:21]2[C:16](=[CH:17][CH:18]=[CH:19][CH:20]=2)[CH2:15][CH2:14][N:13]1[CH2:22][CH:23]([OH:41])[CH2:24][O:25][C:26]1[CH:31]=[CH:30][CH:29]=[C:28]([C:2]2[CH:3]=[CH:4][C:5]3[N:6]([C:8]([CH3:11])=[N:9][CH:10]=3)[CH:7]=2)[CH:27]=1.[CH:42]([O-:44])=[O:43]. (6) Given the reactants [C:1]([O:12][CH2:13][CH3:14])(=[O:11])[C:2]1[CH:10]=[CH:9][C:7]([OH:8])=[C:4]([O:5][CH3:6])[CH:3]=1.Br[CH2:16][CH2:17][CH2:18][Cl:19].C(=O)([O-])[O-].[K+].[K+].[Br-].C([NH3+])CCC, predict the reaction product. The product is: [Cl:19][CH2:18][CH2:17][CH2:16][O:8][C:7]1[CH:9]=[CH:10][C:2]([C:1]([O:12][CH2:13][CH3:14])=[O:11])=[CH:3][C:4]=1[O:5][CH3:6]. (7) The product is: [C:15]1([C:21]2([C:27]([CH:2]([C:3]([O:5][CH2:6][CH3:7])=[O:4])[C:1]([O:9][CH2:10][CH3:11])=[O:8])=[O:28])[CH2:22][CH2:23][O:24][CH2:25][CH2:26]2)[CH:16]=[CH:17][CH:18]=[CH:19][CH:20]=1. Given the reactants [C:1]([O:9][CH2:10][CH3:11])(=[O:8])[CH2:2][C:3]([O:5][CH2:6][CH3:7])=[O:4].[Mg+2].[Cl-].[Cl-].[C:15]1([C:21]2([C:27](O)=[O:28])[CH2:26][CH2:25][O:24][CH2:23][CH2:22]2)[CH:20]=[CH:19][CH:18]=[CH:17][CH:16]=1.S(Cl)(Cl)=O, predict the reaction product.